Predict the reactants needed to synthesize the given product. From a dataset of Full USPTO retrosynthesis dataset with 1.9M reactions from patents (1976-2016). Given the product [ClH:1].[CH2:10]([O:17][C:18]1[CH:23]=[CH:22][N:21]([C:24]2[CH:25]=[C:26]3[C:30](=[CH:31][CH:32]=2)[N:29]([CH2:33][C@H:34]2[CH2:38][CH2:37][CH2:36][NH:35]2)[N:28]=[CH:27]3)[C:20](=[O:46])[CH:19]=1)[C:11]1[CH:16]=[CH:15][CH:14]=[CH:13][CH:12]=1, predict the reactants needed to synthesize it. The reactants are: [Cl:1]CCN1CCOCC1.[CH2:10]([O:17][C:18]1[CH:23]=[CH:22][N:21]([C:24]2[CH:25]=[C:26]3[C:30](=[CH:31][CH:32]=2)[N:29]([CH2:33][C@H:34]2[CH2:38][CH2:37][CH2:36][N:35]2C(OC(C)(C)C)=O)[N:28]=[CH:27]3)[C:20](=[O:46])[CH:19]=1)[C:11]1[CH:16]=[CH:15][CH:14]=[CH:13][CH:12]=1.FC(F)(F)C(O)=O.Cl.